This data is from NCI-60 drug combinations with 297,098 pairs across 59 cell lines. The task is: Regression. Given two drug SMILES strings and cell line genomic features, predict the synergy score measuring deviation from expected non-interaction effect. (1) Drug 1: C1=CN(C(=O)N=C1N)C2C(C(C(O2)CO)O)O.Cl. Drug 2: CC1C(C(CC(O1)OC2CC(CC3=C2C(=C4C(=C3O)C(=O)C5=C(C4=O)C(=CC=C5)OC)O)(C(=O)CO)O)N)O.Cl. Cell line: COLO 205. Synergy scores: CSS=58.0, Synergy_ZIP=-7.92, Synergy_Bliss=-12.2, Synergy_Loewe=2.95, Synergy_HSA=-6.32. (2) Drug 1: C1=C(C(=O)NC(=O)N1)N(CCCl)CCCl. Drug 2: N.N.Cl[Pt+2]Cl. Cell line: SF-539. Synergy scores: CSS=33.9, Synergy_ZIP=0.0541, Synergy_Bliss=-0.686, Synergy_Loewe=-4.25, Synergy_HSA=-0.325. (3) Drug 1: C1=CC(=CC=C1C#N)C(C2=CC=C(C=C2)C#N)N3C=NC=N3. Drug 2: CC(C)(C#N)C1=CC(=CC(=C1)CN2C=NC=N2)C(C)(C)C#N. Cell line: UACC-257. Synergy scores: CSS=2.15, Synergy_ZIP=0.500, Synergy_Bliss=2.31, Synergy_Loewe=1.09, Synergy_HSA=-1.04. (4) Drug 2: CC1=C(N=C(N=C1N)C(CC(=O)N)NCC(C(=O)N)N)C(=O)NC(C(C2=CN=CN2)OC3C(C(C(C(O3)CO)O)O)OC4C(C(C(C(O4)CO)O)OC(=O)N)O)C(=O)NC(C)C(C(C)C(=O)NC(C(C)O)C(=O)NCCC5=NC(=CS5)C6=NC(=CS6)C(=O)NCCC[S+](C)C)O. Cell line: MALME-3M. Drug 1: COC1=C(C=C2C(=C1)N=CN=C2NC3=CC(=C(C=C3)F)Cl)OCCCN4CCOCC4. Synergy scores: CSS=49.4, Synergy_ZIP=-0.0977, Synergy_Bliss=0.152, Synergy_Loewe=-1.33, Synergy_HSA=-0.427. (5) Drug 1: CC1C(C(CC(O1)OC2CC(CC3=C2C(=C4C(=C3O)C(=O)C5=C(C4=O)C(=CC=C5)OC)O)(C(=O)C)O)N)O.Cl. Drug 2: COC1=C2C(=CC3=C1OC=C3)C=CC(=O)O2. Cell line: KM12. Synergy scores: CSS=17.9, Synergy_ZIP=7.80, Synergy_Bliss=14.4, Synergy_Loewe=-13.3, Synergy_HSA=1.06. (6) Synergy scores: CSS=26.3, Synergy_ZIP=-8.02, Synergy_Bliss=0.00927, Synergy_Loewe=-34.4, Synergy_HSA=2.89. Drug 1: CC1CCC2CC(C(=CC=CC=CC(CC(C(=O)C(C(C(=CC(C(=O)CC(OC(=O)C3CCCCN3C(=O)C(=O)C1(O2)O)C(C)CC4CCC(C(C4)OC)OCCO)C)C)O)OC)C)C)C)OC. Cell line: EKVX. Drug 2: C1CN1C2=NC(=NC(=N2)N3CC3)N4CC4. (7) Drug 1: C1C(C(OC1N2C=NC3=C2NC=NCC3O)CO)O. Drug 2: CC1C(C(CC(O1)OC2CC(CC3=C2C(=C4C(=C3O)C(=O)C5=CC=CC=C5C4=O)O)(C(=O)C)O)N)O. Cell line: SK-MEL-5. Synergy scores: CSS=61.0, Synergy_ZIP=1.90, Synergy_Bliss=3.21, Synergy_Loewe=0.365, Synergy_HSA=5.29. (8) Drug 1: CC1CCC2CC(C(=CC=CC=CC(CC(C(=O)C(C(C(=CC(C(=O)CC(OC(=O)C3CCCCN3C(=O)C(=O)C1(O2)O)C(C)CC4CCC(C(C4)OC)OCCO)C)C)O)OC)C)C)C)OC. Drug 2: CC1=C(C(=O)C2=C(C1=O)N3CC4C(C3(C2COC(=O)N)OC)N4)N. Cell line: UACC62. Synergy scores: CSS=30.4, Synergy_ZIP=-1.80, Synergy_Bliss=-1.06, Synergy_Loewe=0.280, Synergy_HSA=0.803.